This data is from Forward reaction prediction with 1.9M reactions from USPTO patents (1976-2016). The task is: Predict the product of the given reaction. (1) The product is: [CH:8]([C:5]1[CH:6]=[CH:7][C:2](/[CH:12]=[CH:11]/[C:10]([O:14][CH2:15][CH3:16])=[O:13])=[N:3][CH:4]=1)=[O:9]. Given the reactants Br[C:2]1[CH:7]=[CH:6][C:5]([CH:8]=[O:9])=[CH:4][N:3]=1.[C:10]([O:14][CH3:15])(=[O:13])[CH:11]=[CH2:12].[C:16]1(C)C=CC=CC=1P(C1C=CC=CC=1C)C1C=CC=CC=1C.C([O-])(=O)C.[Na+], predict the reaction product. (2) Given the reactants O[CH2:2][CH2:3][C:4]1[CH:9]=[CH:8][N:7]=[CH:6][C:5]=1[NH:10][C:11](=[O:17])[O:12][C:13]([CH3:16])([CH3:15])[CH3:14].CS(Cl)(=O)=O.[NH:23]1[CH2:27][CH2:26][CH2:25][CH2:24]1.[Cl-].[Na+], predict the reaction product. The product is: [N:23]1([CH2:2][CH2:3][C:4]2[CH:9]=[CH:8][N:7]=[CH:6][C:5]=2[NH:10][C:11](=[O:17])[O:12][C:13]([CH3:16])([CH3:15])[CH3:14])[CH2:27][CH2:26][CH2:25][CH2:24]1. (3) Given the reactants [CH3:1][O:2][C:3]1[N:8]=[CH:7][C:6](B(O)O)=[CH:5][CH:4]=1.Cl[C:13]1[CH:14]=[C:15]([C:28]2[N:33]=[C:32]([CH3:34])[N:31]=[C:30]([N:35]([CH2:45][C:46]3[CH:51]=[CH:50][C:49]([O:52][CH3:53])=[CH:48][CH:47]=3)[CH2:36][C:37]3[CH:42]=[CH:41][C:40]([O:43][CH3:44])=[CH:39][CH:38]=3)[N:29]=2)[C:16]([NH:19][C:20]2[CH:21]=[N:22][C:23]([O:26][CH3:27])=[CH:24][CH:25]=2)=[N:17][CH:18]=1.C1(P(C2CCCCC2)C2C=CC=CC=2C2C(C(C)C)=CC(C(C)C)=CC=2C(C)C)CCCCC1.C(=O)([O-])[O-].[Na+].[Na+].[OH-].[Na+], predict the reaction product. The product is: [CH3:44][O:43][C:40]1[CH:41]=[CH:42][C:37]([CH2:36][N:35]([CH2:45][C:46]2[CH:51]=[CH:50][C:49]([O:52][CH3:53])=[CH:48][CH:47]=2)[C:30]2[N:31]=[C:32]([CH3:34])[N:33]=[C:28]([C:15]3[CH:14]=[C:13]([C:6]4[CH:7]=[N:8][C:3]([O:2][CH3:1])=[CH:4][CH:5]=4)[CH:18]=[N:17][C:16]=3[NH:19][C:20]3[CH:21]=[N:22][C:23]([O:26][CH3:27])=[CH:24][CH:25]=3)[N:29]=2)=[CH:38][CH:39]=1. (4) Given the reactants [Cl:1][C:2]1[C:3]([CH3:16])=[C:4]([N+:13]([O-:15])=[O:14])[C:5]([O:11]C)=[C:6]([C:8](=[O:10])[CH3:9])[CH:7]=1.B(Br)(Br)Br, predict the reaction product. The product is: [Cl:1][C:2]1[C:3]([CH3:16])=[C:4]([N+:13]([O-:15])=[O:14])[C:5]([OH:11])=[C:6]([C:8](=[O:10])[CH3:9])[CH:7]=1.